From a dataset of Forward reaction prediction with 1.9M reactions from USPTO patents (1976-2016). Predict the product of the given reaction. (1) Given the reactants C([SiH](CC)CC)C.[N+:8]([C:11]1[CH:12]=[C:13]([C:17]2([C:20]([NH2:22])=[O:21])[CH2:19][CH2:18]2)[CH:14]=[CH:15][CH:16]=1)([O-])=O, predict the reaction product. The product is: [NH2:8][C:11]1[CH:12]=[C:13]([C:17]2([C:20]([NH2:22])=[O:21])[CH2:19][CH2:18]2)[CH:14]=[CH:15][CH:16]=1. (2) Given the reactants Br.[Br:2][CH2:3][CH2:4][NH2:5].[OH-].[Na+].[C:8](O[C:8]([O:10][C:11]([CH3:14])([CH3:13])[CH3:12])=[O:9])([O:10][C:11]([CH3:14])([CH3:13])[CH3:12])=[O:9], predict the reaction product. The product is: [Br:2][CH2:3][CH2:4][NH:5][C:8](=[O:9])[O:10][C:11]([CH3:14])([CH3:13])[CH3:12].